Predict the product of the given reaction. From a dataset of Forward reaction prediction with 1.9M reactions from USPTO patents (1976-2016). (1) Given the reactants [F:1][C:2]1[CH:7]=[CH:6][C:5]([OH:8])=[C:4]([CH3:9])[CH:3]=1.ClC1C=CC(C)=C(O)C=1.Br[C:20]1[CH:25]=[CH:24][C:23]([F:26])=[CH:22][C:21]=1[CH3:27], predict the reaction product. The product is: [O:8]([C:20]1[CH:25]=[CH:24][C:23]([F:26])=[CH:22][C:21]=1[CH3:27])[C:5]1[CH:6]=[CH:7][C:2]([F:1])=[CH:3][C:4]=1[CH3:9]. (2) The product is: [CH2:1]([N:5]([CH2:16][CH2:17][CH2:18][CH3:19])[C:6]1[CH:13]=[CH:12][C:9]([CH:10]=[CH:27][C:26]2[C:25]([C:32]3[CH:33]=[CH:34][CH:35]=[CH:36][CH:37]=3)([C:28]([F:31])([F:29])[F:30])[O:24][C:23](=[C:38]([C:41]#[N:42])[C:39]#[N:40])[C:22]=2[C:20]#[N:21])=[C:8]([O:14][CH3:15])[CH:7]=1)[CH2:2][CH2:3][CH3:4]. Given the reactants [CH2:1]([N:5]([CH2:16][CH2:17][CH2:18][CH3:19])[C:6]1[CH:13]=[CH:12][C:9]([CH:10]=O)=[C:8]([O:14][CH3:15])[CH:7]=1)[CH2:2][CH2:3][CH3:4].[C:20]([C:22]1[C:23](=[C:38]([C:41]#[N:42])[C:39]#[N:40])[O:24][C:25]([C:32]2[CH:37]=[CH:36][CH:35]=[CH:34][CH:33]=2)([C:28]([F:31])([F:30])[F:29])[C:26]=1[CH3:27])#[N:21], predict the reaction product.